Dataset: Reaction yield outcomes from USPTO patents with 853,638 reactions. Task: Predict the reaction yield, written as a fraction of the theoretical maximum amount of product (1.0 means a 100% yield; for example, 0.34 means a 34% yield). The reactants are [C:1]([O:5][C:6]([N:8]1[CH2:13][CH2:12][NH:11][CH:10]([CH3:14])[CH2:9]1)=[O:7])([CH3:4])([CH3:3])[CH3:2].Br[C:16]1[CH:21]=[CH:20][C:19]([C:22]([F:25])([F:24])[F:23])=[CH:18][CH:17]=1.C1(P(C2CCCCC2)C2C=CC=CC=2C2C=CC=CC=2)CCCCC1. The catalyst is C1(C)C=CC=CC=1. The product is [C:1]([O:5][C:6]([N:8]1[CH2:13][CH2:12][N:11]([C:16]2[CH:21]=[CH:20][C:19]([C:22]([F:25])([F:24])[F:23])=[CH:18][CH:17]=2)[CH:10]([CH3:14])[CH2:9]1)=[O:7])([CH3:4])([CH3:2])[CH3:3]. The yield is 0.310.